Dataset: Reaction yield outcomes from USPTO patents with 853,638 reactions. Task: Predict the reaction yield, written as a fraction of the theoretical maximum amount of product (1.0 means a 100% yield; for example, 0.34 means a 34% yield). (1) The reactants are [N:1]1([C:6]([O:8][C:9]([CH3:12])([CH3:11])[CH3:10])=[O:7])[CH2:5][CH2:4][CH2:3][CH2:2]1.C1C[C@H]2N(C[C@H]3[C@@H]4CCCCN4C[C@@H]2C3)CC1.C([Li])(CC)C.Br[C:36]1[C:37]([Cl:43])=[N:38][CH:39]=[C:40]([F:42])[CH:41]=1.F[B-](F)(F)F.C(P(C(C)(C)C)C(C)(C)C)(C)(C)C.[NH4+].[OH-]. The catalyst is CC(OC)(C)C.[Cl-].[Zn+2].[Cl-].C([O-])(=O)C.[Pd+2].C([O-])(=O)C. The product is [Cl:43][C:37]1[C:36]([C@H:2]2[CH2:3][CH2:4][CH2:5][N:1]2[C:6]([O:8][C:9]([CH3:12])([CH3:11])[CH3:10])=[O:7])=[CH:41][C:40]([F:42])=[CH:39][N:38]=1. The yield is 0.350. (2) The reactants are C([O:8][C:9]1[CH:14]=[CH:13][C:12]([C:15]2[O:19][C:18]([CH3:21])([CH3:20])[C:17](=[O:22])[C:16]=2[C:23]2[CH:28]=[CH:27][C:26]([O:29][CH3:30])=[CH:25][CH:24]=2)=[CH:11][CH:10]=1)C1C=CC=CC=1. The catalyst is CO.[OH-].[OH-].[Pd+2]. The product is [OH:8][C:9]1[CH:10]=[CH:11][C:12]([C:15]2[O:19][C:18]([CH3:20])([CH3:21])[C:17](=[O:22])[C:16]=2[C:23]2[CH:24]=[CH:25][C:26]([O:29][CH3:30])=[CH:27][CH:28]=2)=[CH:13][CH:14]=1. The yield is 0.640.